From a dataset of Kir2.1 potassium channel HTS with 301,493 compounds. Binary Classification. Given a drug SMILES string, predict its activity (active/inactive) in a high-throughput screening assay against a specified biological target. (1) The compound is S(=O)(=O)(N)c1cc(NC(=O)CC23CC4(CC(C3)CC(C2)C4)CC(=O)Nc2cc(S(=O)(=O)N)ccc2)ccc1. The result is 0 (inactive). (2) The compound is O=C(Nc1ccc(c2n3CCCCCc3nn2)cc1)/C=C\C(OCC)=O. The result is 0 (inactive). (3) The result is 0 (inactive). The drug is S1C2(N(C(C1)C(=O)Nc1c(N3CCCC3)ccc(S(=O)(=O)N(CC)CC)c1)C(=O)CC2)C. (4) The drug is OC(c1n(C(C)C)c2c(n1)cccc2)c1c(OC)c(OC)ccc1. The result is 0 (inactive). (5) The compound is s1c(N2CCCCC2)nc2CC(CNC(=O)c12)(C)C. The result is 0 (inactive). (6) The molecule is O=C1N(C2CCCCCC2)CC(C1)C(=O)NCc1ccc(cc1)C. The result is 0 (inactive). (7) The drug is S(C(CC(=O)c1ccc(F)cc1)C(O)=O)c1ccc(cc1)C. The result is 0 (inactive).